From a dataset of Full USPTO retrosynthesis dataset with 1.9M reactions from patents (1976-2016). Predict the reactants needed to synthesize the given product. Given the product [OH:29][CH:27]([C:24]1([C:16]2[O:15][N:14]=[C:13]([C:10]3[CH:9]=[CH:8][C:7]([OH:6])=[CH:12][CH:11]=3)[C:17]=2[C:18]2[CH:23]=[CH:22][CH:21]=[CH:20][CH:19]=2)[CH2:26][CH2:25]1)[CH3:28], predict the reactants needed to synthesize it. The reactants are: C([Si](C)(C)[O:6][C:7]1[CH:12]=[CH:11][C:10]([C:13]2[C:17]([C:18]3[CH:23]=[CH:22][CH:21]=[CH:20][CH:19]=3)=[C:16]([C:24]3([CH:27]([OH:29])[CH3:28])[CH2:26][CH2:25]3)[O:15][N:14]=2)=[CH:9][CH:8]=1)(C)(C)C.O.[F-].C([N+](CCCC)(CCCC)CCCC)CCC.[Cl-].[NH4+].C(OCC)(=O)C.